This data is from Catalyst prediction with 721,799 reactions and 888 catalyst types from USPTO. The task is: Predict which catalyst facilitates the given reaction. (1) Reactant: FC(F)(F)C(O)=O.C(OC([N:15]1[CH2:20][CH2:19][CH:18]([N:21]2[CH:25]=[C:24]([C:26]3[C:27]([O:41][C:42]4[CH:47]=[CH:46][C:45]([Cl:48])=[CH:44][C:43]=4[C:49]#[N:50])=[C:28]4[C:33](=[CH:34][CH:35]=3)[N:32]([C:36]([O:38][CH3:39])=[O:37])[C@@H:31]([CH3:40])[CH2:30][CH2:29]4)[CH:23]=[N:22]2)[CH2:17][CH2:16]1)=O)(C)(C)C. Product: [Cl:48][C:45]1[CH:46]=[CH:47][C:42]([O:41][C:27]2[C:26]([C:24]3[CH:23]=[N:22][N:21]([CH:18]4[CH2:19][CH2:20][NH:15][CH2:16][CH2:17]4)[CH:25]=3)=[CH:35][CH:34]=[C:33]3[C:28]=2[CH2:29][CH2:30][C@H:31]([CH3:40])[N:32]3[C:36]([O:38][CH3:39])=[O:37])=[C:43]([C:49]#[N:50])[CH:44]=1. The catalyst class is: 4. (2) Product: [F:14][C:11]1[CH:12]=[C:13]2[C:8](=[CH:9][CH:10]=1)[C:7](=[O:15])[N:6]([CH3:16])[CH:5]=[C:4]2[C:26]1[CH:27]=[C:22]([NH:21][S:18]([CH3:17])(=[O:19])=[O:20])[CH:23]=[CH:24][CH:25]=1. The catalyst class is: 75. Reactant: N#N.Br[C:4]1[C:13]2[C:8](=[CH:9][CH:10]=[C:11]([F:14])[CH:12]=2)[C:7](=[O:15])[N:6]([CH3:16])[CH:5]=1.[CH3:17][S:18]([NH:21][C:22]1[CH:23]=[C:24](B(O)O)[CH:25]=[CH:26][CH:27]=1)(=[O:20])=[O:19].[O-]P([O-])([O-])=O.[K+].[K+].[K+]. (3) Reactant: [Br:1][C:2]1[CH:7]=[CH:6][C:5](F)=[C:4]([N+:9]([O-:11])=[O:10])[CH:3]=1.[NH2:12][C:13]1[CH:14]=[C:15]([NH:26][C:27](=[O:29])[CH3:28])[CH:16]=[C:17]([C:19]2[C:24]([F:25])=[CH:23][CH:22]=[CH:21][N:20]=2)[CH:18]=1.[F-].[K+]. Product: [Br:1][C:2]1[CH:7]=[CH:6][C:5]([NH:12][C:13]2[CH:14]=[C:15]([NH:26][C:27](=[O:29])[CH3:28])[CH:16]=[C:17]([C:19]3[C:24]([F:25])=[CH:23][CH:22]=[CH:21][N:20]=3)[CH:18]=2)=[C:4]([N+:9]([O-:11])=[O:10])[CH:3]=1. The catalyst class is: 3. (4) Reactant: [N:1]1[C:5]2[CH:6]=[CH:7][CH:8]=[CH:9][C:4]=2[NH:3][C:2]=1[S:10][CH2:11][CH2:12][N:13]1[CH2:18][CH2:17]N(C=O)[CH2:15][CH2:14]1.Cl.[CH:22](Cl)(Cl)Cl. Product: [N:3]1[C:4]2[CH:9]=[CH:8][CH:7]=[CH:6][C:5]=2[NH:1][C:2]=1[S:10][CH2:11][CH2:12][N:13]1[CH2:14][CH2:15][CH2:22][CH2:17][CH2:18]1. The catalyst class is: 5.